This data is from Catalyst prediction with 721,799 reactions and 888 catalyst types from USPTO. The task is: Predict which catalyst facilitates the given reaction. (1) Reactant: [Cl:1][C:2]1[CH:10]=[CH:9][CH:8]=[C:7]([F:11])[C:3]=1[C:4](Cl)=[O:5].[F:12][C:13]1[CH:14]=[N:15][CH:16]=[C:17]([F:20])[C:18]=1[NH2:19]. Product: [Cl:1][C:2]1[CH:10]=[CH:9][CH:8]=[C:7]([F:11])[C:3]=1[C:4]([N:19]([C:4](=[O:5])[C:3]1[C:7]([F:11])=[CH:8][CH:9]=[CH:10][C:2]=1[Cl:1])[C:18]1[C:17]([F:20])=[CH:16][N:15]=[CH:14][C:13]=1[F:12])=[O:5]. The catalyst class is: 17. (2) Reactant: [NH2:1]/[C:2](=[N:9]\[O:10][C:11]([C@@H:13]1[CH2:17][CH2:16][C@H:15]([NH:18][C:19](=[O:25])[O:20][C:21]([CH3:24])([CH3:23])[CH3:22])[CH2:14]1)=O)/[C:3]1[CH:8]=[CH:7][CH:6]=[CH:5][CH:4]=1.C([O-])(=O)C.[Na+]. Product: [C:3]1([C:2]2[N:1]=[C:11]([C@@H:13]3[CH2:17][CH2:16][C@H:15]([NH:18][C:19](=[O:25])[O:20][C:21]([CH3:24])([CH3:23])[CH3:22])[CH2:14]3)[O:10][N:9]=2)[CH:8]=[CH:7][CH:6]=[CH:5][CH:4]=1. The catalyst class is: 40.